This data is from Aqueous solubility values for 9,982 compounds from the AqSolDB database. The task is: Regression/Classification. Given a drug SMILES string, predict its absorption, distribution, metabolism, or excretion properties. Task type varies by dataset: regression for continuous measurements (e.g., permeability, clearance, half-life) or binary classification for categorical outcomes (e.g., BBB penetration, CYP inhibition). For this dataset (solubility_aqsoldb), we predict Y. (1) The molecule is Cc1ncc(CN)c(N)n1. The Y is 0.490 log mol/L. (2) The compound is Cc1ccc(C(N)=O)cc1N. The Y is -0.577 log mol/L. (3) The drug is OCc1ccc(Cl)c(Cl)c1. The Y is -2.04 log mol/L.